Dataset: Full USPTO retrosynthesis dataset with 1.9M reactions from patents (1976-2016). Task: Predict the reactants needed to synthesize the given product. (1) Given the product [Br:30][C:8]1[C:9]2[C:14]([O:15][C@H:16]([CH3:28])[CH2:17][CH2:18][CH2:19][CH2:20][C:21]([O:23][C:24]([CH3:25])([CH3:27])[CH3:26])=[O:22])=[N:13][CH:12]=[N:11][C:10]=2[S:29][C:7]=1[C:1]1[CH:2]=[CH:3][CH:4]=[CH:5][CH:6]=1, predict the reactants needed to synthesize it. The reactants are: [C:1]1([C:7]2[S:29][C:10]3[N:11]=[CH:12][N:13]=[C:14]([O:15][C@H:16]([CH3:28])[CH2:17][CH2:18][CH2:19][CH2:20][C:21]([O:23][C:24]([CH3:27])([CH3:26])[CH3:25])=[O:22])[C:9]=3[CH:8]=2)[CH:6]=[CH:5][CH:4]=[CH:3][CH:2]=1.[Br:30]N1C(=O)CCC1=O.ClCCl. (2) The reactants are: [F:1][C:2]1[CH:7]=[CH:6][CH:5]=[C:4]([F:8])[C:3]=1[N:9]1[C:14]2[N:15]=[C:16]([S:29][CH3:30])[N:17]=[C:18]([C:19]3[CH:20]=[C:21]([CH:25]=[CH:26][C:27]=3[CH3:28])[C:22](O)=[O:23])[C:13]=2[CH2:12][NH:11][C:10]1=[O:31].[NH2:32][C:33]1[S:34][CH:35]=[CH:36][N:37]=1.CN(C(ON1N=NC2C=CC=CC1=2)=[N+](C)C)C.F[P-](F)(F)(F)(F)F.CCN(CC)CC. Given the product [F:1][C:2]1[CH:7]=[CH:6][CH:5]=[C:4]([F:8])[C:3]=1[N:9]1[C:14]2[N:15]=[C:16]([S:29][CH3:30])[N:17]=[C:18]([C:19]3[CH:20]=[C:21]([CH:25]=[CH:26][C:27]=3[CH3:28])[C:22]([NH:32][C:33]3[S:34][CH:35]=[CH:36][N:37]=3)=[O:23])[C:13]=2[CH2:12][NH:11][C:10]1=[O:31], predict the reactants needed to synthesize it. (3) Given the product [N:34]1[CH:35]=[CH:36][CH:37]=[C:32]([NH:29][C:30]([N:9]2[CH2:10][CH:11]([CH2:23][C:24]([CH3:25])([CH3:27])[CH3:26])[C:12]([C:15]3[CH:20]=[CH:19][C:18]([Cl:21])=[CH:17][C:16]=3[F:22])([C:13]#[N:14])[CH:8]2[C:4]2[CH:5]=[CH:6][CH:7]=[C:2]([Cl:1])[C:3]=2[F:28])=[O:31])[CH:33]=1, predict the reactants needed to synthesize it. The reactants are: [Cl:1][C:2]1[C:3]([F:28])=[C:4]([CH:8]2[C:12]([C:15]3[CH:20]=[CH:19][C:18]([Cl:21])=[CH:17][C:16]=3[F:22])([C:13]#[N:14])[CH:11]([CH2:23][C:24]([CH3:27])([CH3:26])[CH3:25])[CH2:10][NH:9]2)[CH:5]=[CH:6][CH:7]=1.[N:29]([C:32]1[CH:33]=[N:34][CH:35]=[CH:36][CH:37]=1)=[C:30]=[O:31].